The task is: Predict the reactants needed to synthesize the given product.. This data is from Full USPTO retrosynthesis dataset with 1.9M reactions from patents (1976-2016). (1) Given the product [N:26]1([C:29]2[C:34]([NH:35][C:2]3[C:11]4[C:6](=[CH:7][C:8]([F:13])=[CH:9][C:10]=4[F:12])[N:5]=[C:4]([N:14]4[CH2:19][CH2:18][N:17]([CH3:20])[CH2:16][C:15]4=[O:21])[C:3]=3[CH3:22])=[CH:33][C:32]([N:36]3[CH2:37][CH2:38][O:39][CH2:40][CH2:41]3)=[CH:31][N:30]=2)[CH2:25][CH2:24][O:23][CH2:28][CH2:27]1, predict the reactants needed to synthesize it. The reactants are: Cl[C:2]1[C:11]2[C:6](=[CH:7][C:8]([F:13])=[CH:9][C:10]=2[F:12])[N:5]=[C:4]([N:14]2[CH2:19][CH2:18][N:17]([CH3:20])[CH2:16][C:15]2=[O:21])[C:3]=1[CH3:22].[O:23]1[CH2:28][CH2:27][N:26]([C:29]2[C:34]([NH2:35])=[CH:33][C:32]([N:36]3[CH2:41][CH2:40][O:39][CH2:38][CH2:37]3)=[CH:31][N:30]=2)[CH2:25][CH2:24]1. (2) Given the product [CH3:1][O:2][C:3]1[CH:8]=[CH:7][CH:6]=[CH:5][C:4]=1[N:9]1[CH2:14][CH2:13][N:12]([CH2:15][C@H:16]([NH:24][C:39]([C:33]2([CH3:32])[CH2:38][CH2:37][CH2:36][CH2:35][CH2:34]2)=[O:40])[CH2:17][C:18]2[CH:19]=[CH:20][N:21]=[CH:22][CH:23]=2)[CH2:11][CH2:10]1, predict the reactants needed to synthesize it. The reactants are: [CH3:1][O:2][C:3]1[CH:8]=[CH:7][CH:6]=[CH:5][C:4]=1[N:9]1[CH2:14][CH2:13][N:12]([CH2:15][C@H:16]([NH2:24])[CH2:17][C:18]2[CH:23]=[CH:22][N:21]=[CH:20][CH:19]=2)[CH2:11][CH2:10]1.C(N(CC)CC)C.[CH3:32][C:33]1([C:39](Cl)=[O:40])[CH2:38][CH2:37][CH2:36][CH2:35][CH2:34]1. (3) Given the product [C:8]([C:7]1[N:6]=[CH:5][C:4]([N:10]2[CH2:15][CH2:14][CH2:13][C@@H:12]([NH:16][C:17](=[O:23])[O:18][C:19]([CH3:22])([CH3:21])[CH3:20])[CH2:11]2)=[CH:3][C:2]=1[NH:24][C:25]1[CH:26]=[CH:27][C:28]([C:31]([N:33]2[CH2:34][CH2:35][O:36][CH2:37][CH2:38]2)=[O:32])=[CH:29][CH:30]=1)#[N:9], predict the reactants needed to synthesize it. The reactants are: Br[C:2]1[CH:3]=[C:4]([N:10]2[CH2:15][CH2:14][CH2:13][C@@H:12]([NH:16][C:17](=[O:23])[O:18][C:19]([CH3:22])([CH3:21])[CH3:20])[CH2:11]2)[CH:5]=[N:6][C:7]=1[C:8]#[N:9].[NH2:24][C:25]1[CH:30]=[CH:29][C:28]([C:31]([N:33]2[CH2:38][CH2:37][O:36][CH2:35][CH2:34]2)=[O:32])=[CH:27][CH:26]=1.CC1(C)C2C(=C(P(C3C=CC=CC=3)C3C=CC=CC=3)C=CC=2)OC2C(P(C3C=CC=CC=3)C3C=CC=CC=3)=CC=CC1=2.C([O-])([O-])=O.[Cs+].[Cs+]. (4) Given the product [C:4]([O:8][C:9](=[O:10])[N:11]([CH2:35][C:36]1[CH:45]=[CH:44][C:39]2[O:40][CH2:41][CH2:42][O:43][C:38]=2[CH:37]=1)[CH:12]1[CH2:17][CH2:16][N:15]([CH2:18][CH2:19][N:20]2[C:29]3[C:24](=[CH:25][CH:26]=[C:27]([C:30]([NH:56][CH3:60])=[O:32])[CH:28]=3)[C:23]([CH3:33])=[CH:22][C:21]2=[O:34])[CH2:14][CH2:13]1)([CH3:5])([CH3:6])[CH3:7], predict the reactants needed to synthesize it. The reactants are: ClCCl.[C:4]([O:8][C:9]([N:11]([CH2:35][C:36]1[CH:45]=[CH:44][C:39]2[O:40][CH2:41][CH2:42][O:43][C:38]=2[CH:37]=1)[CH:12]1[CH2:17][CH2:16][N:15]([CH2:18][CH2:19][N:20]2[C:29]3[C:24](=[CH:25][CH:26]=[C:27]([C:30]([OH:32])=O)[CH:28]=3)[C:23]([CH3:33])=[CH:22][C:21]2=[O:34])[CH2:14][CH2:13]1)=[O:10])([CH3:7])([CH3:6])[CH3:5].Cl.CN.F[P-](F)(F)(F)(F)F.[N:56]1(OC(N(C)C)=[N+](C)C)[C:60]2N=CC=CC=2N=N1.